This data is from Reaction yield outcomes from USPTO patents with 853,638 reactions. The task is: Predict the reaction yield, written as a fraction of the theoretical maximum amount of product (1.0 means a 100% yield; for example, 0.34 means a 34% yield). (1) The reactants are CC([O-])(C)C.[K+].[CH3:7][O:8][CH2:9][O:10][C:11]1[CH:12]=[CH:13][C:14]2[C@@H:15]3[C@@H:23]([CH2:24][C:25](=[O:28])[C:26]=2[CH:27]=1)[C@H:22]1[C@@:18]([CH3:33])([C@@H:19]([O:29][CH2:30][O:31][CH3:32])[CH2:20][CH2:21]1)[CH2:17][CH2:16]3.I[CH2:35][CH2:36][CH2:37][CH2:38][O:39][CH2:40][CH2:41][O:42][CH2:43][CH2:44][O:45][CH2:46][CH2:47][O:48][CH2:49][C:50]1[CH:55]=[CH:54][CH:53]=[CH:52][CH:51]=1. The catalyst is C1COCC1. The product is [CH3:7][O:8][CH2:9][O:10][C:11]1[CH:12]=[CH:13][C:14]2[C@@H:15]3[C@@H:23]([C@H:24]([CH2:35][CH2:36][CH2:37][CH2:38][O:39][CH2:40][CH2:41][O:42][CH2:43][CH2:44][O:45][CH2:46][CH2:47][O:48][CH2:49][C:50]4[CH:51]=[CH:52][CH:53]=[CH:54][CH:55]=4)[C:25](=[O:28])[C:26]=2[CH:27]=1)[C@H:22]1[C@@:18]([CH3:33])([C@@H:19]([O:29][CH2:30][O:31][CH3:32])[CH2:20][CH2:21]1)[CH2:17][CH2:16]3. The yield is 0.550. (2) The reactants are [Br:1][C:2]1[CH:3]=[CH:4][C:5]([OH:18])=[C:6]([C:8](=[O:17])[CH2:9][C:10]2[CH:15]=[CH:14][C:13]([F:16])=[CH:12][CH:11]=2)[CH:7]=1.[C:19](OC(=O)CC)(=O)[CH2:20][CH3:21].Cl. The catalyst is C(N(CC)CC)C. The product is [Br:1][C:2]1[CH:7]=[C:6]2[C:5](=[CH:4][CH:3]=1)[O:18][C:19]([CH2:20][CH3:21])=[C:9]([C:10]1[CH:15]=[CH:14][C:13]([F:16])=[CH:12][CH:11]=1)[C:8]2=[O:17]. The yield is 0.470.